Dataset: Reaction yield outcomes from USPTO patents with 853,638 reactions. Task: Predict the reaction yield, written as a fraction of the theoretical maximum amount of product (1.0 means a 100% yield; for example, 0.34 means a 34% yield). The reactants are [Li]CCCC.Br[C:7]1[C:15]2[C:14]([Cl:16])=[N:13][CH:12]=[N:11][C:10]=2[N:9]([Si](C(C)C)(C(C)C)C(C)C)[CH:8]=1.[Br:27][C:28]1[CH:29]=[N:30][CH:31]=[C:32]([CH:36]=1)[C:33](Cl)=[O:34].CC(O)C. The catalyst is CCOCC. The product is [Br:27][C:28]1[CH:36]=[C:32]([C:33]([C:7]2[C:15]3[C:14]([Cl:16])=[N:13][CH:12]=[N:11][C:10]=3[NH:9][CH:8]=2)=[O:34])[CH:31]=[N:30][CH:29]=1. The yield is 0.860.